Dataset: Catalyst prediction with 721,799 reactions and 888 catalyst types from USPTO. Task: Predict which catalyst facilitates the given reaction. (1) Reactant: [NH2:1][CH2:2][C@H:3]([OH:13])[CH2:4][N:5]1[CH:9]=[CH:8][C:7]([N+:10]([O-:12])=[O:11])=[N:6]1.[C:14](=O)(OC1C=CC=CN=1)[O:15]C1C=CC=CN=1. Product: [N+:10]([C:7]1[CH:8]=[CH:9][N:5]([CH2:4][C@H:3]2[O:13][C:14](=[O:15])[NH:1][CH2:2]2)[N:6]=1)([O-:12])=[O:11]. The catalyst class is: 4. (2) Reactant: Br[C:2]1[C:7]([CH3:8])=[CH:6][CH:5]=[CH:4][C:3]=1[CH:9]([C:11]1[CH:16]=[N:15][CH:14]=[CH:13][N:12]=1)[OH:10].[O:17]1[CH2:22][CH2:21][N:20]([C:23]2[C:24]([NH2:42])=[N:25][C:26]3[C:31]([CH:32]=2)=[CH:30][C:29](B2OC(C)(C)C(C)(C)O2)=[CH:28][CH:27]=3)[CH2:19][CH2:18]1.[O-]P([O-])([O-])=O.[K+].[K+].[K+]. Product: [NH2:42][C:24]1[C:23]([N:20]2[CH2:21][CH2:22][O:17][CH2:18][CH2:19]2)=[CH:32][C:31]2[C:26](=[CH:27][CH:28]=[C:29]([C:2]3[C:7]([CH3:8])=[CH:6][CH:5]=[CH:4][C:3]=3[CH:9]([C:11]3[CH:16]=[N:15][CH:14]=[CH:13][N:12]=3)[OH:10])[CH:30]=2)[N:25]=1. The catalyst class is: 333. (3) Reactant: S(=O)(=O)(O)O.[CH2:6](O)[CH3:7].[Br:9][C:10]1[NH:11][C:12]([C:17]#[N:18])=[C:13]([C:15]#N)[N:14]=1.[C:19]([O:22][CH2:23][CH3:24])(=[O:21])[CH3:20]. Product: [Br:9][C:10]1[N:14]([CH2:13][C:15]#[C:6][CH3:7])[C:20]([C:19]([O:22][CH2:23][CH3:24])=[O:21])=[C:12]([C:17]#[N:18])[N:11]=1. The catalyst class is: 6. (4) Reactant: [Cl:1][C:2]1[CH:7]=[CH:6][C:5]([Cl:8])=[CH:4][C:3]=1Cl.[OH-].[Na+].S([O-])([O-])=[O:13].[Na+].[Na+]. Product: [Cl:1][C:2]1[CH:7]=[CH:6][C:5]([Cl:8])=[CH:4][C:3]=1[OH:13]. The catalyst class is: 6. (5) Reactant: C[O:2][C:3](=[O:44])[CH2:4][C@H:5]([OH:43])[CH2:6][C@H:7]([OH:42])[CH2:8][CH2:9][C:10]1[N:11]([CH:39]([CH3:41])[CH3:40])[C:12]([C:29](=[O:38])[NH:30][C:31]2[CH:36]=[CH:35][CH:34]=[C:33]([Cl:37])[CH:32]=2)=[C:13]([C:22]2[CH:27]=[CH:26][C:25]([F:28])=[CH:24][CH:23]=2)[C:14]=1[C:15]1[CH:20]=[CH:19][C:18]([F:21])=[CH:17][CH:16]=1.C(O)C.O.[OH-].[Na+:50]. Product: [Na+:50].[Cl:37][C:33]1[CH:32]=[C:31]([NH:30][C:29]([C:12]2[N:11]([CH:39]([CH3:40])[CH3:41])[C:10]([CH2:9][CH2:8][C@@H:7]([OH:42])[CH2:6][C@@H:5]([OH:43])[CH2:4][C:3]([O-:44])=[O:2])=[C:14]([C:15]3[CH:16]=[CH:17][C:18]([F:21])=[CH:19][CH:20]=3)[C:13]=2[C:22]2[CH:27]=[CH:26][C:25]([F:28])=[CH:24][CH:23]=2)=[O:38])[CH:36]=[CH:35][CH:34]=1. The catalyst class is: 100. (6) Reactant: [C:1]1([Mg]Br)[CH:6]=[CH:5][CH:4]=[CH:3][CH:2]=1.[O:9]=[C:10]1[CH2:14][N:13]([C:15]([O:17][C:18]([CH3:21])([CH3:20])[CH3:19])=[O:16])[C@H:12]([C:22]([O:24][CH3:25])=[O:23])[CH2:11]1.O1CCCC1. Product: [OH:9][C:10]1([C:1]2[CH:6]=[CH:5][CH:4]=[CH:3][CH:2]=2)[CH2:14][N:13]([C:15]([O:17][C:18]([CH3:19])([CH3:20])[CH3:21])=[O:16])[C@H:12]([C:22]([O:24][CH3:25])=[O:23])[CH2:11]1. The catalyst class is: 28. (7) Reactant: [CH2:1]([OH:7])[C:2]1[O:6][CH:5]=[CH:4][CH:3]=1.[C:8]([N:11]1[C:20]2[C:15](=[CH:16][C:17]([NH:21][C:22]([CH2:24][C:25](O)=[O:26])=[O:23])=[CH:18][CH:19]=2)[C:14]([C:29]2[CH:34]=[CH:33][CH:32]=[CH:31][CH:30]=2)([CH3:28])[CH2:13][C:12]1([CH3:36])[CH3:35])(=[O:10])[CH3:9].CN(C(ON1N=NC2C=CC=NC1=2)=[N+](C)C)C.F[P-](F)(F)(F)(F)F.C(N(CC)C(C)C)(C)C. Product: [C:8]([N:11]1[C:20]2[C:15](=[CH:16][C:17]([NH:21][C:22]([CH2:24][C:25]([O:7][CH2:1][C:2]3[O:6][CH:5]=[CH:4][CH:3]=3)=[O:26])=[O:23])=[CH:18][CH:19]=2)[C:14]([C:29]2[CH:30]=[CH:31][CH:32]=[CH:33][CH:34]=2)([CH3:28])[CH2:13][C:12]1([CH3:36])[CH3:35])(=[O:10])[CH3:9]. The catalyst class is: 7.